The task is: Predict the product of the given reaction.. This data is from Forward reaction prediction with 1.9M reactions from USPTO patents (1976-2016). (1) Given the reactants [CH2:1]([N:8]1[C:12]2[C:13](=[O:35])[N:14]([CH3:34])[C:15]([CH:24]([O:29][C:30]([CH3:33])([CH3:32])[CH3:31])[C:25]([O:27][CH3:28])=[O:26])=[C:16]([C:17]3[CH:22]=[CH:21][C:20]([Cl:23])=[CH:19][CH:18]=3)[C:11]=2[CH:10]=[CH:9]1)[C:2]1[CH:7]=[CH:6][CH:5]=[CH:4][CH:3]=1.C1C(=O)N([Br:43])C(=O)C1.O, predict the reaction product. The product is: [CH2:1]([N:8]1[C:12]2[C:13](=[O:35])[N:14]([CH3:34])[C:15]([CH:24]([O:29][C:30]([CH3:32])([CH3:31])[CH3:33])[C:25]([O:27][CH3:28])=[O:26])=[C:16]([C:17]3[CH:22]=[CH:21][C:20]([Cl:23])=[CH:19][CH:18]=3)[C:11]=2[C:10]([Br:43])=[CH:9]1)[C:2]1[CH:3]=[CH:4][CH:5]=[CH:6][CH:7]=1. (2) The product is: [F:1][C:2]1[CH:3]=[C:4]([CH:23]([CH2:30][CH3:31])[CH2:24][C:25]([O:27][CH2:28][CH3:29])=[O:26])[CH:5]=[C:6]([C@H:9]2[CH2:10][O:22]2)[C:7]=1[F:8]. Given the reactants [F:1][C:2]1[CH:3]=[C:4]([CH:23]([CH2:30][CH3:31])[CH2:24][C:25]([O:27][CH2:28][CH3:29])=[O:26])[CH:5]=[C:6]([C@H:9]([OH:22])[CH2:10]OS(C2C=CC(C)=CC=2)(=O)=O)[C:7]=1[F:8].C(=O)([O-])[O-].[K+].[K+], predict the reaction product. (3) Given the reactants Br[C:2]1[C:10]2[O:9][CH2:8][CH:7]([C:11]3[CH:16]=[CH:15][C:14]([CH:17]([CH3:19])[CH3:18])=[CH:13][CH:12]=3)[C:6]=2[C:5]([CH3:20])=[C:4]([NH:21][C:22](=[O:28])[CH2:23][C:24]([CH3:27])([CH3:26])[CH3:25])[C:3]=1[CH3:29].[C:30]([C:33]1[CH:34]=[C:35](B(O)O)[CH:36]=[CH:37][CH:38]=1)(=[O:32])[CH3:31], predict the reaction product. The product is: [C:30]([C:33]1[CH:34]=[C:35]([C:2]2[C:10]3[O:9][CH2:8][CH:7]([C:11]4[CH:16]=[CH:15][C:14]([CH:17]([CH3:18])[CH3:19])=[CH:13][CH:12]=4)[C:6]=3[C:5]([CH3:20])=[C:4]([NH:21][C:22](=[O:28])[CH2:23][C:24]([CH3:27])([CH3:26])[CH3:25])[C:3]=2[CH3:29])[CH:36]=[CH:37][CH:38]=1)(=[O:32])[CH3:31]. (4) Given the reactants [CH3:1][O:2][C:3]([C:5]1[C:6]2[CH:7]=[N:8][N:9]([CH2:14][CH:15]([CH3:17])[CH3:16])[C:10]=2[CH:11]=[CH:12][CH:13]=1)=[O:4].[B-](F)(F)(F)[F:19].[B-](F)(F)(F)F.C1[N+]2(CCl)CC[N+](F)(CC2)C1.C(O)(=O)C.O, predict the reaction product. The product is: [CH3:1][O:2][C:3]([C:5]1[C:6]2[C:7]([F:19])=[N:8][N:9]([CH2:14][CH:15]([CH3:17])[CH3:16])[C:10]=2[CH:11]=[CH:12][CH:13]=1)=[O:4]. (5) Given the reactants [C:1]1([Mg]Br)[CH:6]=[CH:5][CH:4]=[CH:3][CH:2]=1.[N:9]1[C:16]([Cl:17])=[N:15][C:13](Cl)=[N:12][C:10]=1[Cl:11].[NH4+].[Cl-], predict the reaction product. The product is: [Cl:11][C:10]1[N:9]=[C:16]([Cl:17])[N:15]=[C:13]([C:1]2[CH:6]=[CH:5][CH:4]=[CH:3][CH:2]=2)[N:12]=1. (6) The product is: [C:33]([O:32][C:27]1[CH:26]=[C:25]([B:14]2[O:15][C:16]([CH3:21])([CH3:22])[C:17]([CH3:19])([CH3:20])[O:18]2)[CH:30]=[C:29]([F:31])[CH:28]=1)([CH3:36])([CH3:34])[CH3:35]. Given the reactants C([O-])(=O)C.[K+].[CH3:21][C:16]1([CH3:22])[C:17]([CH3:20])([CH3:19])[O:18][B:14]([B:14]2[O:18][C:17]([CH3:20])([CH3:19])[C:16]([CH3:22])([CH3:21])[O:15]2)[O:15]1.Br[C:25]1[CH:30]=[C:29]([F:31])[CH:28]=[C:27]([O:32][C:33]([CH3:36])([CH3:35])[CH3:34])[CH:26]=1, predict the reaction product. (7) Given the reactants Cl[C:2]1[N:7]=[C:6]([C:8]2[NH:16][C:15]3[CH2:14][CH2:13][N:12](C(OC(C)(C)C)=O)[C:11](=[O:24])[C:10]=3[CH:9]=2)[CH:5]=[CH:4][N:3]=1.[NH2:25][C@H:26]1[CH2:30][CH2:29][CH2:28][C@H:27]1[NH:31][C:32](=[O:35])[CH:33]=[CH2:34].CC(C1C=C(C(C)C)C(C2C(P(C3CCCCC3)C3CCCCC3)=C(OC)C=CC=2OC)=C(C(C)C)C=1)C.[Li+].C[Si]([N-][Si](C)(C)C)(C)C, predict the reaction product. The product is: [O:24]=[C:11]1[C:10]2[CH:9]=[C:8]([C:6]3[CH:5]=[CH:4][N:3]=[C:2]([NH:25][C@H:26]4[CH2:30][CH2:29][CH2:28][C@H:27]4[NH:31][C:32](=[O:35])[CH:33]=[CH2:34])[N:7]=3)[NH:16][C:15]=2[CH2:14][CH2:13][NH:12]1.